The task is: Predict the reactants needed to synthesize the given product.. This data is from Full USPTO retrosynthesis dataset with 1.9M reactions from patents (1976-2016). (1) Given the product [CH3:16][N:17]([CH2:19][C:14]1[N:10]([C:3]2[C:2]([F:1])=[CH:9][CH:8]=[CH:7][C:4]=2[C:5]#[N:6])[CH:11]=[N:12][C:13]=1[CH3:15])[CH3:18], predict the reactants needed to synthesize it. The reactants are: [F:1][C:2]1[C:3]([N:10]2[CH:14]=[C:13]([CH3:15])[N:12]=[CH:11]2)=[C:4]([CH:7]=[CH:8][CH:9]=1)[C:5]#[N:6].[CH3:16][N+:17]([CH3:19])=[CH2:18].[I-]. (2) Given the product [CH3:1][O:2][C:3]1[CH:4]=[C:5]([N:9]2[CH:13]=[C:12]([CH3:14])[C:11]([CH:15]=[O:16])=[N:10]2)[CH:6]=[CH:7][CH:8]=1, predict the reactants needed to synthesize it. The reactants are: [CH3:1][O:2][C:3]1[CH:4]=[C:5]([N:9]2[CH:13]=[C:12]([CH3:14])[C:11]([C:15](OCC)=[O:16])=[N:10]2)[CH:6]=[CH:7][CH:8]=1.[H-].[Al+3].[Li+].[H-].[H-].[H-]. (3) Given the product [CH3:12][O:10][C:9]([C:6]1[CH:5]=[C:4]([N+:1]([O-:3])=[O:2])[NH:8][N:7]=1)=[O:11], predict the reactants needed to synthesize it. The reactants are: [N+:1]([C:4]1[NH:8][N:7]=[C:6]([C:9]([OH:11])=[O:10])[CH:5]=1)([O-:3])=[O:2].[CH3:12]O. (4) The reactants are: [C:1]1([C:11]([OH:13])=[O:12])[C:10]2[C:5](=[CH:6][CH:7]=[CH:8][CH:9]=2)[CH:4]=[CH:3][CH:2]=1.Br[CH2:15][CH:16]1[CH2:18][CH2:17]1. Given the product [CH:16]1([CH2:15][O:12][C:11]([C:1]2[C:10]3[C:5](=[CH:6][CH:7]=[CH:8][CH:9]=3)[CH:4]=[CH:3][CH:2]=2)=[O:13])[CH2:18][CH2:17]1, predict the reactants needed to synthesize it. (5) Given the product [Cl:30][C:31]1[CH:36]=[CH:35][CH:34]=[CH:33][C:32]=1[O:37][CH2:18][C:12]1[N:8]2[CH2:9][CH2:10][O:11][C:5]3[CH:4]=[CH:3][C:2]([C:47]#[C:46][C@@:44]([OH:48])([C:41]4[CH:40]=[C:39]([CH3:38])[O:43][N:42]=4)[CH3:45])=[CH:29][C:6]=3[C:7]2=[N:14][C:13]=1[C:15]([NH2:17])=[O:16], predict the reactants needed to synthesize it. The reactants are: Br[C:2]1[CH:3]=[CH:4][C:5]2[O:11][CH2:10][CH2:9][N:8]3[C:12]([CH2:18]N4C5C=CC=CC=5N=C4C)=[C:13]([C:15]([NH2:17])=[O:16])[N:14]=[C:7]3[C:6]=2[CH:29]=1.[Cl:30][C:31]1[CH:36]=[CH:35][CH:34]=[CH:33][C:32]=1[OH:37].[CH3:38][C:39]1[O:43][N:42]=[C:41]([C@:44]([OH:48])([C:46]#[CH:47])[CH3:45])[CH:40]=1. (6) Given the product [NH:15]1[C:16]2[C:12](=[CH:11][C:10]([NH:9][C@H:5]3[CH2:6][CH2:7][CH2:8][N:3]([CH2:19][C:21]4[CH:22]=[C:23]([CH:31]=[CH:32][CH:33]=4)[O:24][CH2:25][CH2:26][NH:27][C:28](=[O:30])[CH3:29])[CH2:4]3)=[CH:18][CH:17]=2)[CH:13]=[N:14]1, predict the reactants needed to synthesize it. The reactants are: Cl.Cl.[NH:3]1[CH2:8][CH2:7][CH2:6][C@H:5]([NH:9][C:10]2[CH:11]=[C:12]3[C:16](=[CH:17][CH:18]=2)[NH:15][N:14]=[CH:13]3)[CH2:4]1.[CH:19]([C:21]1[CH:22]=[C:23]([CH:31]=[CH:32][CH:33]=1)[O:24][CH2:25][CH2:26][NH:27][C:28](=[O:30])[CH3:29])=O.C(O[BH-](OC(=O)C)OC(=O)C)(=O)C.[Na+]. (7) The reactants are: [O:1]1[CH2:6][CH2:5][CH:4]([O:7][C:8]2[CH:17]=[CH:16][C:11]([C:12]([O:14]C)=[O:13])=[CH:10][CH:9]=2)[CH2:3][CH2:2]1.[OH-].[Na+]. Given the product [O:1]1[CH2:2][CH2:3][CH:4]([O:7][C:8]2[CH:17]=[CH:16][C:11]([C:12]([OH:14])=[O:13])=[CH:10][CH:9]=2)[CH2:5][CH2:6]1, predict the reactants needed to synthesize it.